Task: Predict the product of the given reaction.. Dataset: Forward reaction prediction with 1.9M reactions from USPTO patents (1976-2016) (1) Given the reactants [Br:1][C:2]1[CH:10]=[C:9]([C:11]([NH:13][C@H:14]([C:16]2[NH:20][C:19]3[CH:21]=[CH:22][C:23]([Cl:25])=[CH:24][C:18]=3[N:17]=2)[CH3:15])=[O:12])[CH:8]=[CH:7][C:3]=1[C:4](O)=[O:5].CN(C(O[N:34]1N=N[C:36]2[CH:37]=[CH:38][CH:39]=C[C:35]1=2)=[N+](C)C)C.[B-](F)(F)(F)F.C(N(C(C)C)CC)(C)C.CC1CCCN1.BrCl, predict the reaction product. The product is: [Br:1][C:2]1[CH:10]=[C:9]([CH:8]=[CH:7][C:3]=1[C:4]([N:34]1[CH2:35][CH2:36][CH2:37][CH:38]1[CH3:39])=[O:5])[C:11]([NH:13][C@H:14]([C:16]1[NH:20][C:19]2[CH:21]=[CH:22][C:23]([Cl:25])=[CH:24][C:18]=2[N:17]=1)[CH3:15])=[O:12]. (2) Given the reactants [C:1]([C:5]1[CH:10]=[CH:9][C:8]([S:11]([N:14]([CH2:22][C:23]([OH:25])=O)[C:15]2[CH:20]=[CH:19][C:18]([CH3:21])=[CH:17][CH:16]=2)(=[O:13])=[O:12])=[CH:7][CH:6]=1)([CH3:4])([CH3:3])[CH3:2].[CH2:26]([NH:28][CH2:29][C:30]1[C:39]2[C:34](=[CH:35][CH:36]=[CH:37][CH:38]=2)[N:33]=[CH:32][CH:31]=1)[CH3:27], predict the reaction product. The product is: [C:1]([C:5]1[CH:6]=[CH:7][C:8]([S:11]([N:14]([C:15]2[CH:20]=[CH:19][C:18]([CH3:21])=[CH:17][CH:16]=2)[CH2:22][C:23]([N:28]([CH2:26][CH3:27])[CH2:29][C:30]2[C:39]3[C:34](=[CH:35][CH:36]=[CH:37][CH:38]=3)[N:33]=[CH:32][CH:31]=2)=[O:25])(=[O:13])=[O:12])=[CH:9][CH:10]=1)([CH3:3])([CH3:4])[CH3:2]. (3) Given the reactants [CH3:1][C:2]1[CH:7]=[C:6]([C:8]2[CH:9]=[CH:10][C:11]3[N:18]4[CH2:19][C@H:14]([CH2:15][CH2:16][CH2:17]4)[NH:13][C:12]=3[N:20]=2)[CH:5]=[CH:4][N:3]=1.C(N(CC)CC)C.ClC(Cl)(O[C:32](=[O:38])OC(Cl)(Cl)Cl)Cl.Cl.[CH3:41][C:42]1[N:43]=[C:44]([NH2:48])[S:45][C:46]=1[CH3:47], predict the reaction product. The product is: [CH3:41][C:42]1[N:43]=[C:44]([NH:48][C:32]([N:13]2[C@@H:14]3[CH2:19][N:18]([CH2:17][CH2:16][CH2:15]3)[C:11]3[CH:10]=[CH:9][C:8]([C:6]4[CH:5]=[CH:4][N:3]=[C:2]([CH3:1])[CH:7]=4)=[N:20][C:12]2=3)=[O:38])[S:45][C:46]=1[CH3:47]. (4) Given the reactants C1(P(C2C=CC=CC=2)C2C=CC=CC=2)C=CC=CC=1.N1C=CN=C1.[I:25]I.[F:27][C:28]([F:37])([C:33]([F:36])([F:35])[F:34])[CH:29]=[CH:30][CH2:31]O, predict the reaction product. The product is: [F:27][C:28]([F:37])([C:33]([F:36])([F:35])[F:34])[CH2:29][CH2:30][CH2:31][I:25]. (5) Given the reactants [C:12]([O:11][C:9](O[C:9]([O:11][C:12]([CH3:15])([CH3:14])[CH3:13])=[O:10])=[O:10])([CH3:15])([CH3:14])[CH3:13].Cl.[Br:17][C:18]1[CH:25]=[CH:24][C:21]([CH2:22][NH2:23])=[CH:20][CH:19]=1.C(N(CC)CC)C, predict the reaction product. The product is: [Br:17][C:18]1[CH:25]=[CH:24][C:21]([CH2:22][NH:23][C:9](=[O:10])[O:11][C:12]([CH3:13])([CH3:14])[CH3:15])=[CH:20][CH:19]=1.